From a dataset of Reaction yield outcomes from USPTO patents with 853,638 reactions. Predict the reaction yield, written as a fraction of the theoretical maximum amount of product (1.0 means a 100% yield; for example, 0.34 means a 34% yield). (1) The reactants are [Br:1][C:2]1[N:6]=[C:5]([NH:7][CH2:8][CH:9]2[CH2:11][CH2:10]2)[N:4]([CH3:12])[N:3]=1.[CH3:13][C:14]([CH3:17])([O-])[CH3:15].[Na+].BrCC1CC1. The catalyst is CN(C=O)C.O. The product is [Br:1][C:2]1[N:6]=[C:5]([N:7]([CH2:13][CH:14]2[CH2:17][CH2:15]2)[CH2:8][CH:9]2[CH2:10][CH2:11]2)[N:4]([CH3:12])[N:3]=1. The yield is 0.840. (2) The reactants are [CH3:1][C:2]1[CH:7]=[CH:6][C:5]([S:8]([O:11][CH2:12][CH2:13][CH2:14][CH2:15][O:16][CH2:17][CH2:18][CH2:19][CH2:20][O:21][CH2:22][C:23]([O:25]CC)=[O:24])(=[O:10])=[O:9])=[CH:4][CH:3]=1.[OH-].[Na+]. The catalyst is CO.O. The product is [CH3:1][C:2]1[CH:7]=[CH:6][C:5]([S:8]([O:11][CH2:12][CH2:13][CH2:14][CH2:15][O:16][CH2:17][CH2:18][CH2:19][CH2:20][O:21][CH2:22][C:23]([OH:25])=[O:24])(=[O:9])=[O:10])=[CH:4][CH:3]=1. The yield is 0.930. (3) The yield is 0.420. The product is [CH:20]1([CH2:19][C@H:15]([CH2:16][CH:17]=[CH2:18])[C:14]([NH:9][CH3:8])=[O:26])[CH2:25][CH2:24][CH2:23][CH2:22][CH2:21]1. The catalyst is C(O)C.CN. The reactants are C([C@H:8]1COC(=O)[N:9]1[C:14](=[O:26])[C@H:15]([CH2:19][CH:20]1[CH2:25][CH2:24][CH2:23][CH2:22][CH2:21]1)[CH2:16][CH:17]=[CH2:18])C1C=CC=CC=1. (4) The reactants are C1(S[CH:8]=[CH:9][C:10]([O:12][C:13]2[CH:18]=[CH:17][C:16]([C:19]3[CH:24]=[CH:23][CH:22]=[CH:21][CH:20]=3)=[CH:15][CH:14]=2)=[O:11])C=CC=CC=1.C([O:29][C:30]1[CH:35]=[CH:34][C:33](C2C=CC=CC=2)=[CH:32][CH:31]=1)(=O)C#C.C1(O)C=CC=CC=1. No catalyst specified. The product is [O:29]([CH:8]=[CH:9][C:10]([O:12][C:13]1[CH:14]=[CH:15][C:16]([C:19]2[CH:20]=[CH:21][CH:22]=[CH:23][CH:24]=2)=[CH:17][CH:18]=1)=[O:11])[C:30]1[CH:35]=[CH:34][CH:33]=[CH:32][CH:31]=1. The yield is 0.800. (5) The reactants are [F:1][C:2]1[CH:3]=[C:4]([CH:6]=[CH:7][CH:8]=1)[NH2:5].C(N(C(C)C)C(C)C)C.[C:18]1(=[CH:22][C:23](Cl)=[O:24])[CH2:21][CH2:20][CH2:19]1. The catalyst is ClCCl. The product is [C:18]1(=[CH:22][C:23]([NH:5][C:4]2[CH:6]=[CH:7][CH:8]=[C:2]([F:1])[CH:3]=2)=[O:24])[CH2:21][CH2:20][CH2:19]1. The yield is 0.770.